Predict the reactants needed to synthesize the given product. From a dataset of Full USPTO retrosynthesis dataset with 1.9M reactions from patents (1976-2016). (1) Given the product [Br:1][C:2]1[CH:3]=[CH:4][C:5]([O:16][CH2:17][C:18]2[CH:19]=[CH:20][C:21]([Cl:24])=[CH:22][CH:23]=2)=[C:6]([CH2:8][N:9]2[CH2:13][CH2:12][CH:11]([N:14]([CH3:15])[C:38]([C:33]3[CH:34]=[N:35][CH:36]=[CH:37][N:32]=3)=[O:40])[CH2:10]2)[CH:7]=1, predict the reactants needed to synthesize it. The reactants are: [Br:1][C:2]1[CH:3]=[CH:4][C:5]([O:16][CH2:17][C:18]2[CH:23]=[CH:22][C:21]([Cl:24])=[CH:20][CH:19]=2)=[C:6]([CH2:8][N:9]2[CH2:13][CH2:12][CH:11]([NH:14][CH3:15])[CH2:10]2)[CH:7]=1.CCN(CC)CC.[N:32]1[CH:37]=[CH:36][N:35]=[CH:34][C:33]=1[C:38]([OH:40])=O.CN(C(ON1N=NC2C=CC=NC1=2)=[N+](C)C)C.F[P-](F)(F)(F)(F)F. (2) The reactants are: Br[C@@H:2]1[C@@H:7]([OH:8])[CH2:6][C@H:5]2[C@@H:9]3[C@H:18]([CH2:19][CH2:20][C@:3]12[CH3:4])[C:17]1[CH:16]=[CH:15][C:14]([O:21][CH3:22])=[CH:13][C:12]=1[CH2:11][CH2:10]3.C([SnH](CCCC)CCCC)CCC.N(C(C)(C)C#N)=NC(C)(C)C#N. Given the product [CH3:22][O:21][C:14]1[CH:15]=[CH:16][C:17]2[C@@H:18]3[C@@H:9]([C@H:5]4[C@@:3]([CH2:20][CH2:19]3)([CH3:4])[CH2:2][C@@H:7]([OH:8])[CH2:6]4)[CH2:10][CH2:11][C:12]=2[CH:13]=1, predict the reactants needed to synthesize it.